Dataset: Forward reaction prediction with 1.9M reactions from USPTO patents (1976-2016). Task: Predict the product of the given reaction. Given the reactants [CH:1]([N:4]1[CH2:9][CH2:8][CH:7]([O:10][C:11]2[CH:12]=[C:13]3[C:17](=[CH:18][CH:19]=2)[NH:16][C:15]([C:20]([N:22]2[CH2:27][CH2:26][O:25][CH2:24][CH2:23]2)=[O:21])=[CH:14]3)[CH2:6][CH2:5]1)([CH3:3])[CH3:2].[CH3:28][O:29][C:30]1[CH:35]=[CH:34][C:33](B(O)O)=[CH:32][CH:31]=1, predict the reaction product. The product is: [CH:1]([N:4]1[CH2:5][CH2:6][CH:7]([O:10][C:11]2[CH:12]=[C:13]3[C:17](=[CH:18][CH:19]=2)[N:16]([C:33]2[CH:34]=[CH:35][C:30]([O:29][CH3:28])=[CH:31][CH:32]=2)[C:15]([C:20]([N:22]2[CH2:27][CH2:26][O:25][CH2:24][CH2:23]2)=[O:21])=[CH:14]3)[CH2:8][CH2:9]1)([CH3:3])[CH3:2].